This data is from Reaction yield outcomes from USPTO patents with 853,638 reactions. The task is: Predict the reaction yield, written as a fraction of the theoretical maximum amount of product (1.0 means a 100% yield; for example, 0.34 means a 34% yield). (1) The product is [CH3:1][N:2]1[CH:6]=[C:5]([CH2:7][C:8]([OH:10])=[O:9])[C:4]([O:12][CH2:13][C:14]2[CH:19]=[CH:18][N:17]=[C:16]([O:20][CH2:21][C:22]3[N:23]=[C:24]([C:28]4[CH:29]=[CH:30][CH:31]=[CH:32][CH:33]=4)[O:25][C:26]=3[CH3:27])[CH:15]=2)=[N:3]1. The reactants are [CH3:1][N:2]1[CH:6]=[C:5]([CH2:7][C:8]([O:10]C)=[O:9])[C:4]([O:12][CH2:13][C:14]2[CH:19]=[CH:18][N:17]=[C:16]([O:20][CH2:21][C:22]3[N:23]=[C:24]([C:28]4[CH:33]=[CH:32][CH:31]=[CH:30][CH:29]=4)[O:25][C:26]=3[CH3:27])[CH:15]=2)=[N:3]1.[OH-].[Na+].O1CCCC1.Cl. The catalyst is C(O)C. The yield is 0.710. (2) The yield is 0.320. The reactants are Cl[C:2]1[N:6]2[CH:7]=[C:8]([F:11])[CH:9]=[CH:10][C:5]2=[N:4][N:3]=1.[CH3:12][C:13]1([OH:19])[CH2:18][CH2:17][NH:16][CH2:15][CH2:14]1.N. The catalyst is CN1C(=O)CCC1.CO.C(Cl)Cl. The product is [F:11][C:8]1[CH:9]=[CH:10][C:5]2[N:6]([C:2]([N:16]3[CH2:17][CH2:18][C:13]([CH3:12])([OH:19])[CH2:14][CH2:15]3)=[N:3][N:4]=2)[CH:7]=1. (3) The reactants are [Cl:1][C:2]1[C:7]([OH:8])=[C:6]([F:9])[C:5]([CH3:10])=[CH:4][CH:3]=1.C1OCCOCCOCCOCCOCCOC1.CC(C)([O-])C.[K+].C1COCC1.[Br:40][C:41]1[CH:46]=[C:45]([Cl:47])[CH:44]=[C:43](F)[C:42]=1[Cl:49]. The catalyst is CS(C)=O. The product is [Br:40][C:41]1[C:42]([Cl:49])=[C:43]([O:8][C:7]2[C:6]([F:9])=[C:5]([CH3:10])[CH:4]=[CH:3][C:2]=2[Cl:1])[CH:44]=[C:45]([Cl:47])[CH:46]=1. The yield is 0.506. (4) The reactants are Cl[C:2]1[CH:7]=[C:6]([C:8]([F:11])([F:10])[F:9])[CH:5]=[CH:4][C:3]=1[N+:12]([O-:14])=[O:13].[CH:15]1([C:18]([N:20]2[CH2:24][CH2:23][C@@H:22]([CH2:25][NH2:26])[CH2:21]2)=[O:19])[CH2:17][CH2:16]1.C1C=CC(P(C2C(C3C(P(C4C=CC=CC=4)C4C=CC=CC=4)=CC=C4C=3C=CC=C4)=C3C(C=CC=C3)=CC=2)C2C=CC=CC=2)=CC=1.C(=O)([O-])[O-].[Cs+].[Cs+]. The catalyst is C1(C)C=CC=CC=1.C([O-])(=O)C.[Pd+2].C([O-])(=O)C. The product is [CH:15]1([C:18]([N:20]2[CH2:24][CH2:23][C@@H:22]([CH2:25][NH:26][C:2]3[CH:7]=[C:6]([C:8]([F:11])([F:10])[F:9])[CH:5]=[CH:4][C:3]=3[N+:12]([O-:14])=[O:13])[CH2:21]2)=[O:19])[CH2:16][CH2:17]1. The yield is 0.870. (5) The reactants are [OH:1][C:2]1[CH:27]=[CH:26][C:5]([CH2:6][NH:7][C:8]2[NH:12][N:11]=[C:10]([NH:13][C:14]3[CH:19]=[CH:18][C:17]([N+:20]([O-])=O)=[CH:16][CH:15]=3)[C:9]=2[C:23]([NH2:25])=[O:24])=[CH:4][CH:3]=1. The catalyst is CO.[Pd]. The product is [NH2:20][C:17]1[CH:16]=[CH:15][C:14]([NH:13][C:10]2[C:9]([C:23]([NH2:25])=[O:24])=[C:8]([NH:7][CH2:6][C:5]3[CH:26]=[CH:27][C:2]([OH:1])=[CH:3][CH:4]=3)[NH:12][N:11]=2)=[CH:19][CH:18]=1. The yield is 0.360. (6) The reactants are Br[C:2]1[CH:7]=[CH:6][C:5]([NH:8][C:9]#[N:10])=[C:4]([O:11][CH3:12])[CH:3]=1.[CH3:13][N:14]1[C:18]([C:19]#[N:20])=[CH:17][CH:16]=[C:15]1B(O)O.C(=O)([O-])[O-].[K+].[K+].C(P(C(C)(C)C)C(C)(C)C)(C)(C)C.[Br-]. The catalyst is C1COCC1. The product is [C:19]([C:18]1[N:14]([CH3:13])[C:15]([C:2]2[CH:7]=[CH:6][C:5]([NH:8][C:9]#[N:10])=[C:4]([O:11][CH3:12])[CH:3]=2)=[CH:16][CH:17]=1)#[N:20]. The yield is 0.160.